This data is from Reaction yield outcomes from USPTO patents with 853,638 reactions. The task is: Predict the reaction yield, written as a fraction of the theoretical maximum amount of product (1.0 means a 100% yield; for example, 0.34 means a 34% yield). (1) The reactants are [BH4-].[Na+].[CH2:3]([N:10]([CH3:16])[CH2:11][CH2:12][C:13](=[O:15])[CH3:14])[C:4]1[CH:9]=[CH:8][CH:7]=[CH:6][CH:5]=1.O. The catalyst is CO. The product is [CH2:3]([N:10]([CH3:16])[CH2:11][CH2:12][CH:13]([OH:15])[CH3:14])[C:4]1[CH:9]=[CH:8][CH:7]=[CH:6][CH:5]=1. The yield is 0.760. (2) The reactants are [CH3:1][NH2:2].[CH3:3][C:4]1[CH:9]=[C:8]([N+:10]([O-:12])=[O:11])[CH:7]=[CH:6][C:5]=1[N:13]=[C:14]1[NH:18][CH:17]([CH2:19]Cl)[CH2:16][S:15]1. The catalyst is CO. The product is [CH3:3][C:4]1[CH:9]=[C:8]([N+:10]([O-:12])=[O:11])[CH:7]=[CH:6][C:5]=1[N:13]=[C:14]1[NH:18][CH:17]([CH2:19][NH:2][CH3:1])[CH2:16][S:15]1. The yield is 0.350. (3) The reactants are [CH3:1][C:2]1[CH:7]=[C:6]([N+:8]([O-:10])=[O:9])[CH:5]=[CH:4][C:3]=1[OH:11].[Si:12](Cl)([C:15]([CH3:18])([CH3:17])[CH3:16])([CH3:14])[CH3:13]. The catalyst is CN(C=O)C. The product is [C:15]([Si:12]([CH3:14])([CH3:13])[O:11][C:3]1[CH:4]=[CH:5][C:6]([N+:8]([O-:10])=[O:9])=[CH:7][C:2]=1[CH3:1])([CH3:18])([CH3:17])[CH3:16]. The yield is 0.750. (4) The reactants are CN(C)C[CH2:4][CH2:5][O:6][C:7]1[C:8]([O:37][CH3:38])=[CH:9][C:10]2[N:14]=[CH:13][N:12]([C:15]3[S:19][C:18]([C:20]([O:22][CH3:23])=[O:21])=[C:17]([O:24][CH2:25][C:26]4[CH:31]=[CH:30][CH:29]=[CH:28][C:27]=4[C:32]([F:35])([F:34])[F:33])[CH:16]=3)[C:11]=2[CH:36]=1.OC1C(OC)=CC2N=CN(C3SC(C(OC)=O)=C(OCC4C=CC=CC=4C(F)(F)F)C=3)C=2C=1.C1(P(C2C=CC=CC=2)C2C=CC=CC=2)C=CC=CC=1.[Cl:92]CCO.N(C(OCC)=O)=NC(OCC)=O. No catalyst specified. The product is [Cl:92][CH2:4][CH2:5][O:6][C:7]1[C:8]([O:37][CH3:38])=[CH:9][C:10]2[N:14]=[CH:13][N:12]([C:15]3[S:19][C:18]([C:20]([O:22][CH3:23])=[O:21])=[C:17]([O:24][CH2:25][C:26]4[CH:31]=[CH:30][CH:29]=[CH:28][C:27]=4[C:32]([F:35])([F:34])[F:33])[CH:16]=3)[C:11]=2[CH:36]=1. The yield is 0.690. (5) The reactants are [CH2:1]([N:8]([CH2:20][C:21]1[CH:26]=[CH:25][CH:24]=[CH:23][CH:22]=1)[CH:9]1[CH2:13][CH:12]([C:14]([O:16]CC)=[O:15])[CH:11]([CH3:19])[CH2:10]1)[C:2]1[CH:7]=[CH:6][CH:5]=[CH:4][CH:3]=1. The catalyst is Cl.O1CCOCC1. The product is [CH2:20]([N:8]([CH2:1][C:2]1[CH:7]=[CH:6][CH:5]=[CH:4][CH:3]=1)[CH:9]1[CH2:13][CH:12]([C:14]([OH:16])=[O:15])[CH:11]([CH3:19])[CH2:10]1)[C:21]1[CH:22]=[CH:23][CH:24]=[CH:25][CH:26]=1. The yield is 0.980. (6) The reactants are [F:1][C:2]1[CH:7]=[CH:6][CH:5]=[CH:4][C:3]=1[N:8]1[C:12]([C:13]2[N:14]=[CH:15][N:16]([C:18]3[CH:26]=[CH:25][C:21]([C:22](O)=[O:23])=[CH:20][N:19]=3)[CH:17]=2)=[C:11]([CH3:27])[N:10]=[N:9]1.C([O-])(=O)C([O-])=O.[CH2:34]1[C:37]2([CH2:40][NH2+:39][CH2:38]2)[CH2:36][O:35]1.[CH2:34]1[C:37]2([CH2:40][NH2+:39][CH2:38]2)[CH2:36][O:35]1. No catalyst specified. The product is [F:1][C:2]1[CH:7]=[CH:6][CH:5]=[CH:4][C:3]=1[N:8]1[C:12]([C:13]2[N:14]=[CH:15][N:16]([C:18]3[N:19]=[CH:20][C:21]([C:22]([N:39]4[CH2:40][C:37]5([CH2:34][O:35][CH2:36]5)[CH2:38]4)=[O:23])=[CH:25][CH:26]=3)[CH:17]=2)=[C:11]([CH3:27])[N:10]=[N:9]1. The yield is 0.550. (7) The reactants are [F:1][C:2]1[C:3]([O:9][CH3:10])=[C:4]([CH:6]=[CH:7][CH:8]=1)[NH2:5].Br.Br[CH:13]([C:15]1[CH:16]=[C:17]([C:32]([N:34]([CH3:36])[CH3:35])=[O:33])[CH:18]=[C:19]2[C:24]=1[O:23][C:22]([N:25]1[CH2:30][CH2:29][O:28][CH2:27][CH2:26]1)=[CH:21][C:20]2=[O:31])[CH3:14]. No catalyst specified. The product is [F:1][C:2]1[C:3]([O:9][CH3:10])=[C:4]([NH:5][CH:13]([C:15]2[CH:16]=[C:17]([C:32]([N:34]([CH3:36])[CH3:35])=[O:33])[CH:18]=[C:19]3[C:24]=2[O:23][C:22]([N:25]2[CH2:30][CH2:29][O:28][CH2:27][CH2:26]2)=[CH:21][C:20]3=[O:31])[CH3:14])[CH:6]=[CH:7][CH:8]=1. The yield is 0.600. (8) The reactants are [CH:1]1[C:13]2[CH:12]([CH2:14][O:15][C:16]([N:18]3[CH2:23][CH2:22][N:21]([C@H:24]4[CH2:29][CH2:28][N:27](CC5C=CC=CC=5)[CH2:26][C@H:25]4[C:37]4[CH:42]=[CH:41][C:40]([Cl:43])=[CH:39][CH:38]=4)[CH2:20][CH2:19]3)=[O:17])[C:11]3[C:6](=[CH:7][CH:8]=[CH:9][CH:10]=3)[C:5]=2[CH:4]=[CH:3][CH:2]=1.ClC(OC(Cl)=O)C.C(N(CC)CC)C.[F:58][C:59]([F:74])([F:73])[C:60]1[CH:61]=[C:62]([CH:66]=[C:67]([C:69]([F:72])([F:71])[F:70])[CH:68]=1)[C:63](Cl)=[O:64]. The catalyst is C1(C)C=CC=CC=1.O.CO. The product is [CH:10]1[C:11]2[CH:12]([CH2:14][O:15][C:16]([N:18]3[CH2:19][CH2:20][N:21]([C@H:24]4[CH2:29][CH2:28][N:27]([C:63](=[O:64])[C:62]5[CH:61]=[C:60]([C:59]([F:74])([F:73])[F:58])[CH:68]=[C:67]([C:69]([F:72])([F:71])[F:70])[CH:66]=5)[CH2:26][C@H:25]4[C:37]4[CH:38]=[CH:39][C:40]([Cl:43])=[CH:41][CH:42]=4)[CH2:22][CH2:23]3)=[O:17])[C:13]3[C:5](=[CH:4][CH:3]=[CH:2][CH:1]=3)[C:6]=2[CH:7]=[CH:8][CH:9]=1. The yield is 0.870.